This data is from Reaction yield outcomes from USPTO patents with 853,638 reactions. The task is: Predict the reaction yield, written as a fraction of the theoretical maximum amount of product (1.0 means a 100% yield; for example, 0.34 means a 34% yield). (1) The reactants are Cl[C:2]1[C:7]([CH3:8])=[C:6]([Cl:9])[N:5]=[CH:4][N:3]=1.[OH:10][CH:11]1[CH2:16][CH2:15][N:14]([C:17]([O:19][C:20]([CH3:23])([CH3:22])[CH3:21])=[O:18])[CH2:13][CH2:12]1.C[Si]([N-][Si](C)(C)C)(C)C.[Na+]. The catalyst is O1CCOCC1. The product is [Cl:9][C:6]1[N:5]=[CH:4][N:3]=[C:2]([O:10][CH:11]2[CH2:12][CH2:13][N:14]([C:17]([O:19][C:20]([CH3:23])([CH3:22])[CH3:21])=[O:18])[CH2:15][CH2:16]2)[C:7]=1[CH3:8]. The yield is 0.860. (2) The reactants are C1(P(C2C=CC=CC=2)C2C=CC=CC=2)C=CC=CC=1.[OH:20][C:21]1[CH:30]=[C:29]2[C:24]([C:25](=[O:39])[N:26]([CH2:31][O:32][C:33](=[O:38])[C:34]([CH3:37])([CH3:36])[CH3:35])[CH:27]=[N:28]2)=[CH:23][C:22]=1[O:40][CH3:41].[C:42]([O:46][C:47]([N:49]1[CH2:54][CH2:53][CH:52]([CH2:55]O)[CH2:51][CH2:50]1)=[O:48])([CH3:45])([CH3:44])[CH3:43].N(C(OCC)=O)=NC(OCC)=O. The catalyst is C(Cl)Cl. The product is [C:42]([O:46][C:47]([N:49]1[CH2:54][CH2:53][CH:52]([CH2:55][O:20][C:21]2[CH:30]=[C:29]3[C:24]([C:25](=[O:39])[N:26]([CH2:31][O:32][C:33](=[O:38])[C:34]([CH3:35])([CH3:36])[CH3:37])[CH:27]=[N:28]3)=[CH:23][C:22]=2[O:40][CH3:41])[CH2:51][CH2:50]1)=[O:48])([CH3:45])([CH3:43])[CH3:44]. The yield is 0.920. (3) The reactants are [OH:1][C:2]1[CH:38]=[CH:37][C:5]([CH2:6][C@H:7]2[N:12]([C:13](=[O:29])[CH2:14][CH2:15][C:16]3[CH:21]=[CH:20][CH:19]=[CH:18][C:17]=3[O:22][C:23]3[CH:28]=[CH:27][CH:26]=[CH:25][CH:24]=3)[CH2:11][CH2:10][N:9](C(OC(C)(C)C)=O)[CH2:8]2)=[CH:4][CH:3]=1.C(=O)([O-])[O-].[K+].[K+].Cl[CH2:46][C:47]([O:49][CH3:50])=[O:48].C([O-])=O.[NH4+]. The catalyst is CC(C)=O.[OH-].[OH-].[Pd+2]. The product is [O:22]([C:17]1[CH:18]=[CH:19][CH:20]=[CH:21][C:16]=1[CH2:15][CH2:14][C:13]([N:12]1[CH2:11][CH2:10][NH:9][CH2:8][C@H:7]1[CH2:6][C:5]1[CH:4]=[CH:3][C:2]([O:1][CH2:46][C:47]([O:49][CH3:50])=[O:48])=[CH:38][CH:37]=1)=[O:29])[C:23]1[CH:28]=[CH:27][CH:26]=[CH:25][CH:24]=1. The yield is 0.110.